From a dataset of Forward reaction prediction with 1.9M reactions from USPTO patents (1976-2016). Predict the product of the given reaction. (1) Given the reactants C([O:3][C:4](=[O:25])[CH2:5][CH2:6][C:7]1[CH:12]=[CH:11][C:10]([O:13][CH2:14][CH2:15][C@H:16]([O:18]S(C)(=O)=O)[CH3:17])=[CH:9][C:8]=1[CH2:23][CH3:24])C.[Cl:26][C:27]1[CH:32]=[CH:31][C:30](O)=[C:29]([O:34][C:35]2[CH:40]=[CH:39][C:38]([CH3:41])=[CH:37][CH:36]=2)[CH:28]=1, predict the reaction product. The product is: [Cl:26][C:27]1[CH:32]=[CH:31][C:30]([O:18][C@@H:16]([CH3:17])[CH2:15][CH2:14][O:13][C:10]2[CH:11]=[CH:12][C:7]([CH2:6][CH2:5][C:4]([OH:3])=[O:25])=[C:8]([CH2:23][CH3:24])[CH:9]=2)=[C:29]([O:34][C:35]2[CH:36]=[CH:37][C:38]([CH3:41])=[CH:39][CH:40]=2)[CH:28]=1. (2) Given the reactants [F:1][C:2]([F:14])([F:13])[C:3]1[N:4]=[CH:5][NH:6][C:7]=1[C:8](OCC)=[O:9].[H-].[Al+3].[Li+].[H-].[H-].[H-], predict the reaction product. The product is: [F:14][C:2]([F:1])([F:13])[C:3]1[N:4]=[CH:5][NH:6][C:7]=1[CH2:8][OH:9]. (3) Given the reactants [C:1]([NH:4][NH:5][C:6]([CH:8]1[CH2:11][N:10]([CH:12]([C:19]2[CH:24]=[CH:23][CH:22]=[CH:21][CH:20]=2)[C:13]2[CH:18]=[CH:17][CH:16]=[CH:15][CH:14]=2)[CH2:9]1)=O)(=[O:3])[CH3:2].CCN(C(C)C)C(C)C.C1(P(C2C=CC=CC=2)C2C=CC=CC=2)C=CC=CC=1.ClC(Cl)(Cl)C(Cl)(Cl)Cl, predict the reaction product. The product is: [CH:12]([N:10]1[CH2:11][CH:8]([C:6]2[O:3][C:1]([CH3:2])=[N:4][N:5]=2)[CH2:9]1)([C:13]1[CH:18]=[CH:17][CH:16]=[CH:15][CH:14]=1)[C:19]1[CH:20]=[CH:21][CH:22]=[CH:23][CH:24]=1. (4) Given the reactants [CH3:1][O:2][C:3]1[CH:4]=[C:5]([CH:18]=[CH:19][CH:20]=1)[C:6]([NH:8][C:9]([CH3:17])([C:11]1[CH:16]=[CH:15][CH:14]=[CH:13][CH:12]=1)[CH3:10])=[O:7].CN(CCN(C)C)C.C([Li])(CC)C.CCCCCC.CN([CH:43]=[O:44])C, predict the reaction product. The product is: [CH3:1][O:2][C:3]1[CH:20]=[CH:19][CH:18]=[C:5]2[C:4]=1[CH:43]([OH:44])[N:8]([C:9]([CH3:17])([C:11]1[CH:12]=[CH:13][CH:14]=[CH:15][CH:16]=1)[CH3:10])[C:6]2=[O:7].[CH3:1][O:2][C:3]1[CH:4]=[C:5]2[C:18]([CH:43]([OH:44])[N:8]([C:9]([CH3:17])([C:11]3[CH:12]=[CH:13][CH:14]=[CH:15][CH:16]=3)[CH3:10])[C:6]2=[O:7])=[CH:19][CH:20]=1.